From a dataset of Reaction yield outcomes from USPTO patents with 853,638 reactions. Predict the reaction yield, written as a fraction of the theoretical maximum amount of product (1.0 means a 100% yield; for example, 0.34 means a 34% yield). The reactants are [BH-](OC(C)=O)(OC(C)=O)OC(C)=O.[Na+].[NH:15]1[CH2:19][CH2:18][CH2:17][CH2:16]1.[OH:20][C:21]1[C:30]2[C:25](=[CH:26][CH:27]=[CH:28][CH:29]=2)[C:24]([CH:31]=O)=[CH:23][CH:22]=1.Cl. The catalyst is CCOCC. The product is [N:15]1([CH2:31][C:24]2[C:25]3[C:30](=[CH:29][CH:28]=[CH:27][CH:26]=3)[C:21]([OH:20])=[CH:22][CH:23]=2)[CH2:19][CH2:18][CH2:17][CH2:16]1. The yield is 0.750.